Dataset: Forward reaction prediction with 1.9M reactions from USPTO patents (1976-2016). Task: Predict the product of the given reaction. (1) Given the reactants [CH3:1][O:2][C:3]1[C:8]2[N:9]=[C:10]([NH2:12])[S:11][C:7]=2[CH:6]=[CH:5][CH:4]=1.[F:13][C:14]([F:25])([F:24])[C:15]1[CH:16]=[C:17]([CH:21]=[CH:22][CH:23]=1)[C:18](Cl)=[O:19].Br[CH:27]([CH3:33])[C:28]([O:30]CC)=[O:29].FC1C2N=C(N)SC=2C=C(F)C=1.C1(C)C=CC(C(Cl)=O)=CC=1.BrCC(OCC)=O, predict the reaction product. The product is: [CH3:1][O:2][C:3]1[C:8]2[N:9]([CH:27]([CH3:33])[C:28]([OH:30])=[O:29])[C:10](=[N:12][C:18](=[O:19])[C:17]3[CH:21]=[CH:22][CH:23]=[C:15]([C:14]([F:25])([F:24])[F:13])[CH:16]=3)[S:11][C:7]=2[CH:6]=[CH:5][CH:4]=1. (2) Given the reactants [F:1][C:2]([F:15])([F:14])[S:3]([O:6]S(C(F)(F)F)(=O)=O)(=[O:5])=[O:4].O[C:17]1[CH:18]=[CH:19][C:20]([C:23]2[N:27]([C:28]3[CH:29]=[N:30][CH:31]=[CH:32][CH:33]=3)[N:26]=[C:25]([C:34]([O:36][CH2:37][CH3:38])=[O:35])[CH:24]=2)=[N:21][CH:22]=1.O.C(Cl)(Cl)Cl, predict the reaction product. The product is: [N:30]1[CH:31]=[CH:32][CH:33]=[C:28]([N:27]2[C:23]([C:20]3[CH:19]=[CH:18][C:17]([O:6][S:3]([C:2]([F:15])([F:14])[F:1])(=[O:5])=[O:4])=[CH:22][N:21]=3)=[CH:24][C:25]([C:34]([O:36][CH2:37][CH3:38])=[O:35])=[N:26]2)[CH:29]=1. (3) Given the reactants [F:1][C:2]1[CH:22]=[C:21]([N+:23]([O-])=O)[CH:20]=[CH:19][C:3]=1[O:4][C:5]1[N:10]=[CH:9][N:8]=[C:7]([NH:11][C:12]([N:14]2[CH2:18][CH2:17][CH2:16][CH2:15]2)=[O:13])[CH:6]=1.[Cl-].[NH4+], predict the reaction product. The product is: [NH2:23][C:21]1[CH:20]=[CH:19][C:3]([O:4][C:5]2[N:10]=[CH:9][N:8]=[C:7]([NH:11][C:12]([N:14]3[CH2:18][CH2:17][CH2:16][CH2:15]3)=[O:13])[CH:6]=2)=[C:2]([F:1])[CH:22]=1. (4) Given the reactants Cl[C:2]1[CH:3]=[CH:4][C:5]([O:12][C:13]2[CH:18]=[CH:17][C:16]([CH2:19][CH2:20][OH:21])=[CH:15][CH:14]=2)=N[C:7]=1C(F)(F)F.[N:22]#[C:23][NH2:24].OS([C:29]([F:32])(F)F)(=O)=O.[CH2:33]1COCC1, predict the reaction product. The product is: [C:23](=[NH:24])([O:21][CH2:20][CH2:19][C:16]1[CH:15]=[CH:14][C:13]([O:12][C:5]2[CH:4]=[CH:3][C:2]([CH3:7])=[C:29]([F:32])[CH:33]=2)=[CH:18][CH:17]=1)[NH2:22]. (5) Given the reactants [H-].[Na+].[F:3][C:4]1[C:9]([F:10])=[CH:8][CH:7]=[CH:6][C:5]=1[C@H:11]1[CH2:17][NH:16][C:15](=[O:18])[C@H:14]([NH:19][C:20](=[O:26])[O:21][C:22]([CH3:25])([CH3:24])[CH3:23])[CH2:13][CH2:12]1.ClC(Cl)(Cl)S(O[CH2:33][C:34]([F:37])([F:36])[F:35])(=O)=O, predict the reaction product. The product is: [F:3][C:4]1[C:9]([F:10])=[CH:8][CH:7]=[CH:6][C:5]=1[C@H:11]1[CH2:17][N:16]([CH2:33][C:34]([F:37])([F:36])[F:35])[C:15](=[O:18])[C@H:14]([NH:19][C:20](=[O:26])[O:21][C:22]([CH3:23])([CH3:25])[CH3:24])[CH2:13][CH2:12]1. (6) The product is: [CH3:10][N:9]([CH3:11])[C:8]1[CH:12]=[CH:13][C:5]([CH2:4][CH2:3][N:18]2[C:17](=[O:19])[C:16]3=[CH:20][CH:21]=[CH:22][CH:23]=[C:15]3[C:14]2=[O:24])=[CH:6][CH:7]=1. Given the reactants Cl.Cl[CH2:3][CH2:4][C:5]1[CH:13]=[CH:12][C:8]([N:9]([CH3:11])[CH3:10])=[CH:7][CH:6]=1.[C:14]1(=[O:24])[NH:18][C:17](=[O:19])[C:16]2=[CH:20][CH:21]=[CH:22][CH:23]=[C:15]12.[K].O, predict the reaction product. (7) Given the reactants [N:1]1[CH:6]=[CH:5][N:4]=[CH:3][C:2]=1C(O)=O.P(N=[N+]=[N-])(=O)([O:18][C:19]1C=CC=CC=1)OC1C=CC=CC=1.CC[N:31](C(C)C)C(C)C.[CH3:38][C:39]1([CH3:57])[O:44][CH2:43][CH2:42][N:41]([C:45]2[CH:46]=[CH:47][C:48]3[N:54]4[CH2:55][C@H:51]([CH2:52][CH2:53]4)[NH:50][C:49]=3[N:56]=2)[CH2:40]1, predict the reaction product. The product is: [CH3:38][C:39]1([CH3:57])[CH2:40][N:41]([C:45]2[CH:46]=[CH:47][C:48]3[N:54]4[CH2:55][C@H:51]([CH2:52][CH2:53]4)[N:50]([C:19]([NH:31][C:2]4[CH:3]=[N:4][CH:5]=[CH:6][N:1]=4)=[O:18])[C:49]=3[N:56]=2)[CH2:42][CH2:43][O:44]1. (8) Given the reactants [F:1][C:2]1[CH:3]=[C:4]([CH:14]([CH3:18])[C:15]([OH:17])=O)[CH:5]=[CH:6][C:7]=1[CH2:8][NH:9][S:10]([CH3:13])(=[O:12])=[O:11].[C:19]([C:23]1[CH:24]=[CH:25][C:26]([CH2:36][NH2:37])=[C:27]([C:29]2[CH:34]=[CH:33][CH:32]=[C:31]([CH3:35])[CH:30]=2)[CH:28]=1)([CH3:22])([CH3:21])[CH3:20].CN(C)CCCN=C=NCC.ON1C2C=CC=CC=2N=N1.C(N(CC)CC)C, predict the reaction product. The product is: [C:19]([C:23]1[CH:24]=[CH:25][C:26]([CH2:36][NH:37][C:15](=[O:17])[CH:14]([C:4]2[CH:5]=[CH:6][C:7]([CH2:8][NH:9][S:10]([CH3:13])(=[O:11])=[O:12])=[C:2]([F:1])[CH:3]=2)[CH3:18])=[C:27]([C:29]2[CH:34]=[CH:33][CH:32]=[C:31]([CH3:35])[CH:30]=2)[CH:28]=1)([CH3:22])([CH3:20])[CH3:21].